This data is from Full USPTO retrosynthesis dataset with 1.9M reactions from patents (1976-2016). The task is: Predict the reactants needed to synthesize the given product. (1) Given the product [C:19]1([NH:1][C:2]2[C:6]([C:7]([NH2:9])=[O:8])=[CH:5][NH:4][N:3]=2)[CH:24]=[CH:23][CH:22]=[CH:21][CH:20]=1, predict the reactants needed to synthesize it. The reactants are: [NH2:1][C:2]1[C:6]([C:7]([NH2:9])=[O:8])=[CH:5][NH:4][N:3]=1.[O-]P([O-])([O-])=O.[K+].[K+].[K+].Br[C:19]1[CH:24]=[CH:23][CH:22]=[CH:21][CH:20]=1.C(P(C(C)(C)C)C1C(C)=C(C)C(C)=C(C)C=1C1C(C(C)C)=CC(C(C)C)=CC=1C(C)C)(C)(C)C. (2) Given the product [CH3:29][S:30]([CH2:33][CH2:34][NH:35][C:23](=[O:25])[C:22]1[CH:26]=[CH:27][C:19](/[CH:18]=[N:17]/[NH:16][C:15]2[N:14]=[CH:13][N:12]=[C:11]3[N:7]([C:2]4[CH:3]=[CH:4][CH:5]=[CH:6][N:1]=4)[N:8]=[CH:9][C:10]=23)=[CH:20][CH:21]=1)(=[O:32])=[O:31], predict the reactants needed to synthesize it. The reactants are: [N:1]1[CH:6]=[CH:5][CH:4]=[CH:3][C:2]=1[N:7]1[C:11]2=[N:12][CH:13]=[N:14][C:15]([NH:16]/[N:17]=[CH:18]/[C:19]3[CH:27]=[CH:26][C:22]([C:23]([OH:25])=O)=[CH:21][CH:20]=3)=[C:10]2[CH:9]=[N:8]1.Cl.[CH3:29][S:30]([CH2:33][CH2:34][NH2:35])(=[O:32])=[O:31].C(OP(C#N)(=O)OCC)C.C(N(CC)CC)C. (3) Given the product [Cl:23][C:3]1[CH:2]=[C:11]2[C:6]([C:7]([OH:22])=[C:8]([S:12]([C:15]3[CH:20]=[CH:19][C:18]([Cl:21])=[CH:17][CH:16]=3)(=[O:13])=[O:14])[CH:9]=[N:10]2)=[CH:5][CH:4]=1, predict the reactants needed to synthesize it. The reactants are: Cl[C:2]1[CH:3]=[CH:4][CH:5]=[C:6]2[C:11]=1[N:10]=[CH:9][C:8]([S:12]([C:15]1[CH:20]=[CH:19][C:18]([Cl:21])=[CH:17][CH:16]=1)(=[O:14])=[O:13])=[C:7]2[OH:22].[Cl:23]C1C=C2C(=CC=1)N=CC(S(C1C=CC(F)=CC=1)(=O)=O)=C2O.C(C1C=C2C(=CC=1)N=CC(S(C1C=CC(F)=CC=1)(=O)=O)=C2O)#N.ClC1C=CC=C2C=1N=CC(S(C1C=CC(Cl)=C(Cl)C=1)(=O)=O)=C2O.C(C1C=CC=C2C=1N=CC(S(C1C=CC(Cl)=CC=1)(=O)=O)=C2O)C. (4) Given the product [F:1][C:2]1[CH:7]=[CH:6][C:5]([C:8]2[NH:15][C:11]3[N:12]=[CH:13][S:14][C:10]=3[CH:9]=2)=[CH:4][CH:3]=1, predict the reactants needed to synthesize it. The reactants are: [F:1][C:2]1[CH:7]=[CH:6][C:5]([C:8]#[C:9][C:10]2[S:14][CH:13]=[N:12][C:11]=2[NH:15]C(=O)OC(C)(C)C)=[CH:4][CH:3]=1.CC([O-])(C)C.[K+]. (5) Given the product [I:8][C:7]1[C:2]([O:21][C:15]2[CH:20]=[CH:19][CH:18]=[CH:17][CH:16]=2)=[N:3][CH:4]=[CH:5][CH:6]=1, predict the reactants needed to synthesize it. The reactants are: F[C:2]1[C:7]([I:8])=[CH:6][CH:5]=[CH:4][N:3]=1.C([O-])([O-])=O.[Cs+].[Cs+].[C:15]1([OH:21])[CH:20]=[CH:19][CH:18]=[CH:17][CH:16]=1.[Na+].[Cl-]. (6) Given the product [Cl:8][C:9]1[C:14]([NH:15][C:28](=[O:33])[CH2:29][CH2:30][CH2:31][CH3:32])=[C:13]([NH:16][CH2:17][CH2:18][O:19][C:20]2[CH:25]=[CH:24][CH:23]=[CH:22][CH:21]=2)[C:12]([CH3:26])=[C:11]([CH3:27])[N:10]=1, predict the reactants needed to synthesize it. The reactants are: C(N(CC)CC)C.[Cl:8][C:9]1[C:14]([NH2:15])=[C:13]([NH:16][CH2:17][CH2:18][O:19][C:20]2[CH:25]=[CH:24][CH:23]=[CH:22][CH:21]=2)[C:12]([CH3:26])=[C:11]([CH3:27])[N:10]=1.[C:28](Cl)(=[O:33])[CH2:29][CH2:30][CH2:31][CH3:32]. (7) Given the product [F:14][C:15]1[CH:16]=[C:17]([CH:18]=[CH:19][C:20]=1[O:21][C:22]1[CH:27]=[CH:26][N:25]=[C:24]([C:28]([F:31])([F:29])[F:30])[CH:23]=1)[CH2:32][O:33][C:2]1[CH:3]=[C:4]2[N:11]([CH3:12])[C@@H:10]([CH3:13])[CH2:9][N:5]2[C:6](=[O:8])[N:7]=1, predict the reactants needed to synthesize it. The reactants are: Cl[C:2]1[CH:3]=[C:4]2[N:11]([CH3:12])[C@@H:10]([CH3:13])[CH2:9][N:5]2[C:6](=[O:8])[N:7]=1.[F:14][C:15]1[CH:16]=[C:17]([CH2:32][OH:33])[CH:18]=[CH:19][C:20]=1[O:21][C:22]1[CH:27]=[CH:26][N:25]=[C:24]([C:28]([F:31])([F:30])[F:29])[CH:23]=1. (8) Given the product [F:1][C:2]1[CH:3]=[CH:4][C:5]([O:9][C:10]2[CH:15]=[CH:14][CH:13]=[CH:12][CH:11]=2)=[C:6]([NH:8][CH2:23][C:22]2[CH:25]=[C:18]([O:17][CH3:16])[CH:19]=[CH:20][C:21]=2[O:26][CH2:27][CH2:28][O:29][S:30]([C:33]2[CH:34]=[CH:35][C:36]([CH3:37])=[CH:38][CH:39]=2)(=[O:32])=[O:31])[CH:7]=1, predict the reactants needed to synthesize it. The reactants are: [F:1][C:2]1[CH:3]=[CH:4][C:5]([O:9][C:10]2[CH:15]=[CH:14][CH:13]=[CH:12][CH:11]=2)=[C:6]([NH2:8])[CH:7]=1.[CH3:16][O:17][C:18]1[CH:19]=[CH:20][C:21]([O:26][CH2:27][CH2:28][O:29][S:30]([C:33]2[CH:39]=[CH:38][C:36]([CH3:37])=[CH:35][CH:34]=2)(=[O:32])=[O:31])=[C:22]([CH:25]=1)[CH:23]=O.[Na]. (9) The reactants are: Cl[C:2]1[C:3]([NH:8][S:9]([C:12]2[CH:17]=[CH:16][CH:15]=[CH:14][C:13]=2[C:18]([F:21])([F:20])[F:19])(=[O:11])=[O:10])=[N:4][CH:5]=[CH:6][N:7]=1.[C:22]([C:25]1[CH:30]=[CH:29][C:28](B(O)O)=[CH:27][CH:26]=1)([OH:24])=[O:23]. Given the product [F:19][C:18]([F:21])([F:20])[C:13]1[CH:14]=[CH:15][CH:16]=[CH:17][C:12]=1[S:9]([NH:8][C:3]1[C:2]([C:28]2[CH:29]=[CH:30][C:25]([C:22]([OH:24])=[O:23])=[CH:26][CH:27]=2)=[N:7][CH:6]=[CH:5][N:4]=1)(=[O:11])=[O:10], predict the reactants needed to synthesize it.